From a dataset of Reaction yield outcomes from USPTO patents with 853,638 reactions. Predict the reaction yield, written as a fraction of the theoretical maximum amount of product (1.0 means a 100% yield; for example, 0.34 means a 34% yield). (1) The reactants are [Cl:1][C:2]1[CH:7]=[CH:6][C:5]([F:8])=[CH:4][C:3]=1[C@H:9]1[CH2:13][CH2:12][CH2:11][N:10]1[C:14]1[CH:19]=[CH:18][N:17]2[N:20]=[CH:21][C:22]([NH2:23])=[C:16]2[N:15]=1.C1N=CN([C:29]([N:31]2[CH:35]=N[CH:33]=[CH:32]2)=[O:30])C=1.Cl.N1CC([OH:41])C1.CCN(C(C)C)C(C)C. No catalyst specified. The product is [Cl:1][C:2]1[CH:7]=[CH:6][C:5]([F:8])=[CH:4][C:3]=1[C@H:9]1[CH2:13][CH2:12][CH2:11][N:10]1[C:14]1[CH:19]=[CH:18][N:17]2[N:20]=[CH:21][C:22]([NH:23][C:29]([N:31]3[CH2:32][CH:33]([OH:41])[CH2:35]3)=[O:30])=[C:16]2[N:15]=1. The yield is 0.850. (2) The reactants are [F:1][C:2]1[CH:7]=[CH:6][CH:5]=[CH:4][C:3]=1[C:8]1[NH:9][C:10]2[N:11]([N:15]=[CH:16][N:17]=2)[C:12](=O)[CH:13]=1.P(Cl)(Cl)([Cl:20])=O. No catalyst specified. The product is [Cl:20][C:12]1[N:11]2[N:15]=[CH:16][N:17]=[C:10]2[N:9]=[C:8]([C:3]2[CH:4]=[CH:5][CH:6]=[CH:7][C:2]=2[F:1])[CH:13]=1. The yield is 0.460. (3) The reactants are [CH3:1][C:2]1[CH:7]=[CH:6][C:5]([CH3:8])=[CH:4][C:3]=1[CH2:9][CH2:10][NH2:11].Br[CH2:13][CH2:14][CH2:15][C:16]([O:18][CH2:19][CH3:20])=[O:17].C(N(C(C)C)CC)(C)C. No catalyst specified. The product is [CH3:1][C:2]1[CH:7]=[CH:6][C:5]([CH3:8])=[CH:4][C:3]=1[CH2:9][CH2:10][NH:11][CH2:13][CH2:14][CH2:15][C:16]([O:18][CH2:19][CH3:20])=[O:17]. The yield is 0.490. (4) The reactants are [Cl:1][C:2]1[CH:3]=[C:4]([N:22]([CH2:30][CH3:31])[C@H:23]2[C@H:27]([O:28][CH3:29])[CH2:26][O:25][CH2:24]2)[C:5]([CH3:21])=[C:6]([CH:20]=1)[C:7]([NH:9][CH2:10][C:11]1[C:12]([CH3:19])=[N:13][N:14]([CH3:18])[C:15]=1[O:16]C)=[O:8].Cl. No catalyst specified. The product is [Cl:1][C:2]1[CH:3]=[C:4]([N:22]([CH2:30][CH3:31])[C@H:23]2[C@H:27]([O:28][CH3:29])[CH2:26][O:25][CH2:24]2)[C:5]([CH3:21])=[C:6]([CH:20]=1)[C:7]([NH:9][CH2:10][C:11]1[C:15](=[O:16])[N:14]([CH3:18])[NH:13][C:12]=1[CH3:19])=[O:8]. The yield is 0.0970. (5) The reactants are [Cl:1][C:2]1[N:3]=[C:4]([N:13]2[CH2:18][CH2:17][O:16][CH2:15][CH2:14]2)[C:5]2[S:10][C:9]([CH:11]=O)=[CH:8][C:6]=2[N:7]=1.[CH3:19][N:20]1[CH2:25][CH2:24][NH:23][CH2:22][CH2:21]1.C(O)(=O)C.C(O[BH-](OC(=O)C)OC(=O)C)(=O)C.[Na+]. The catalyst is ClCCCl.C(Cl)Cl. The product is [Cl:1][C:2]1[N:3]=[C:4]([N:13]2[CH2:18][CH2:17][O:16][CH2:15][CH2:14]2)[C:5]2[S:10][C:9]([CH2:11][N:23]3[CH2:24][CH2:25][N:20]([CH3:19])[CH2:21][CH2:22]3)=[CH:8][C:6]=2[N:7]=1. The yield is 0.450.